From a dataset of Reaction yield outcomes from USPTO patents with 853,638 reactions. Predict the reaction yield, written as a fraction of the theoretical maximum amount of product (1.0 means a 100% yield; for example, 0.34 means a 34% yield). (1) The reactants are [C:1]1([C:7]2([OH:17])[C@H:16]3[C@H:11]([CH2:12][CH2:13][CH2:14][CH2:15]3)[NH:10][CH2:9][CH2:8]2)[CH:6]=[CH:5][CH:4]=[CH:3][CH:2]=1.[O:18]1[CH:22]=[CH:21][C:20]([C:23](O)=[O:24])=[N:19]1.C(Cl)CCl.C1C=NC2N(O)N=NC=2C=1. The catalyst is CN(C=O)C. The product is [O:18]1[CH:22]=[CH:21][C:20]([C:23]([N:10]2[C@@H:11]3[C@@H:16]([CH2:15][CH2:14][CH2:13][CH2:12]3)[C:7]([C:1]3[CH:2]=[CH:3][CH:4]=[CH:5][CH:6]=3)([OH:17])[CH2:8][CH2:9]2)=[O:24])=[N:19]1. The yield is 0.510. (2) The reactants are [C:1]([C:3]1[CH:4]=[C:5]2[C:9](=[CH:10][CH:11]=1)[NH:8][CH:7]=[CH:6]2)#[N:2].Cl.[NH2:13][OH:14].C([O-])([O-])=O.[Na+].[Na+]. The catalyst is O.CCO. The product is [OH:14][NH:13][C:1]([C:3]1[CH:4]=[C:5]2[C:9](=[CH:10][CH:11]=1)[NH:8][CH:7]=[CH:6]2)=[NH:2]. The yield is 0.920.